From a dataset of Full USPTO retrosynthesis dataset with 1.9M reactions from patents (1976-2016). Predict the reactants needed to synthesize the given product. (1) Given the product [N:28]1[C:37]2[C:32](=[C:33]([N:38]3[C:5]([C:7]4[C:12](=[O:13])[CH:11]=[CH:10][N:9]([C:14]5[CH:19]=[CH:18][C:17]([S:20]([C:23]([F:26])([F:24])[F:25])(=[O:22])=[O:21])=[CH:16][CH:15]=5)[N:8]=4)=[CH:4][CH:3]=[N:39]3)[CH:34]=[CH:35][CH:36]=2)[CH:31]=[CH:30][CH:29]=1, predict the reactants needed to synthesize it. The reactants are: CN(C)/[CH:3]=[CH:4]/[C:5]([C:7]1[C:12](=[O:13])[CH:11]=[CH:10][N:9]([C:14]2[CH:19]=[CH:18][C:17]([S:20]([C:23]([F:26])([F:25])[F:24])(=[O:22])=[O:21])=[CH:16][CH:15]=2)[N:8]=1)=O.[N:28]1[C:37]2[C:32](=[C:33]([NH:38][NH2:39])[CH:34]=[CH:35][CH:36]=2)[CH:31]=[CH:30][CH:29]=1. (2) Given the product [NH2:1][CH2:2][CH2:3][N:4]([S:48]([CH3:51])(=[O:49])=[O:50])[C:5]1[CH:10]=[CH:9][CH:8]=[CH:7][C:6]=1[CH:11]1[CH2:12][CH2:13][N:14]([C:17](=[O:47])[C@H:18]([NH:27][C:28]([C@@H:30]2[CH2:39][C:38]3[C:33](=[CH:34][CH:35]=[CH:36][CH:37]=3)[CH2:32][NH:31]2)=[O:29])[CH2:19][C:20]2[CH:25]=[CH:24][C:23]([Cl:26])=[CH:22][CH:21]=2)[CH2:15][CH2:16]1, predict the reactants needed to synthesize it. The reactants are: [NH2:1][CH2:2][CH2:3][N:4]([S:48]([CH3:51])(=[O:50])=[O:49])[C:5]1[CH:10]=[CH:9][CH:8]=[CH:7][C:6]=1[CH:11]1[CH2:16][CH2:15][N:14]([C:17](=[O:47])[C@H:18]([NH:27][C:28]([C@@H:30]2[CH2:39][C:38]3[C:33](=[CH:34][CH:35]=[CH:36][CH:37]=3)[CH2:32][N:31]2C(OC(C)(C)C)=O)=[O:29])[CH2:19][C:20]2[CH:25]=[CH:24][C:23]([Cl:26])=[CH:22][CH:21]=2)[CH2:13][CH2:12]1.C(O)(C(F)(F)F)=O.